This data is from Full USPTO retrosynthesis dataset with 1.9M reactions from patents (1976-2016). The task is: Predict the reactants needed to synthesize the given product. (1) Given the product [NH2:24][CH2:23][C@H:17]1[C@H:18]([CH3:22])[CH2:19][CH2:20][CH2:21][N:16]1[C:14]([C:9]1[N:10]=[C:11]([CH3:13])[S:12][C:8]=1[C:5]1[CH:4]=[CH:3][C:2]([F:1])=[CH:7][CH:6]=1)=[O:15], predict the reactants needed to synthesize it. The reactants are: [F:1][C:2]1[CH:7]=[CH:6][C:5]([C:8]2[S:12][C:11]([CH3:13])=[N:10][C:9]=2[C:14]([N:16]2[CH2:21][CH2:20][CH2:19][C@@H:18]([CH3:22])[C@@H:17]2[CH2:23][NH:24]C(=O)OC(C)(C)C)=[O:15])=[CH:4][CH:3]=1.C(O)(C(F)(F)F)=O. (2) Given the product [C:19]([O:18][C:16]([N:23]1[CH2:28][CH2:27][N:26]([CH:8]([C:14]#[N:15])[CH2:7][CH:1]2[CH2:2][CH2:3][CH2:4][CH2:5][CH2:6]2)[CH2:25][CH2:24]1)=[O:17])([CH3:22])([CH3:20])[CH3:21], predict the reactants needed to synthesize it. The reactants are: [CH:1]1([CH2:7][CH:8]=O)[CH2:6][CH2:5][CH2:4][CH2:3][CH2:2]1.[Si]([C:14]#[N:15])(C)(C)C.[C:16]([N:23]1[CH2:28][CH2:27][NH:26][CH2:25][CH2:24]1)([O:18][C:19]([CH3:22])([CH3:21])[CH3:20])=[O:17]. (3) Given the product [CH3:37][O:36][C:27]1[C:26]([C:23]2[O:22][C:21]([C@@H:12]([NH:11][C:9](=[O:10])[O:8][CH2:1][C:2]3[CH:7]=[CH:6][CH:5]=[CH:4][CH:3]=3)[CH2:13][CH2:14][CH2:15][CH2:16][CH2:17][C:18]([NH:39][CH3:38])=[O:19])=[N:25][CH:24]=2)=[CH:35][C:34]2[C:29](=[CH:30][CH:31]=[CH:32][CH:33]=2)[N:28]=1, predict the reactants needed to synthesize it. The reactants are: [CH2:1]([O:8][C:9]([NH:11][C@H:12]([C:21]1[O:22][C:23]([C:26]2[C:27]([O:36][CH3:37])=[N:28][C:29]3[C:34]([CH:35]=2)=[CH:33][CH:32]=[CH:31][CH:30]=3)=[CH:24][N:25]=1)[CH2:13][CH2:14][CH2:15][CH2:16][CH2:17][C:18](O)=[O:19])=[O:10])[C:2]1[CH:7]=[CH:6][CH:5]=[CH:4][CH:3]=1.[CH3:38][N:39](C(ON1N=NC2C=CC=NC1=2)=[N+](C)C)C.F[P-](F)(F)(F)(F)F.CCN(C(C)C)C(C)C.CN. (4) Given the product [Cl:16][C:17]1[C:22]([CH:4]=[N:3][OH:24])=[N:21][CH:20]=[CH:19][N:18]=1, predict the reactants needed to synthesize it. The reactants are: CC1(C)CCC[C:4](C)(C)[NH:3]1.C([Li])CCC.[Cl:16][C:17]1[CH:22]=[N:21][CH:20]=[CH:19][N:18]=1.C(OCC)=[O:24].C(O)(=O)C.NO.C(N(CC)CC)C. (5) The reactants are: [H-].[Al+3].[Li+].[H-].[H-].[H-].C([O:9][C:10]([C:12]1[C:13]([NH:20][CH3:21])=[N:14][C:15]([S:18][CH3:19])=[N:16][CH:17]=1)=O)C.N1C=CC=NC=1. Given the product [CH3:21][NH:20][C:13]1[C:12]([CH2:10][OH:9])=[CH:17][N:16]=[C:15]([S:18][CH3:19])[N:14]=1, predict the reactants needed to synthesize it. (6) Given the product [CH2:13]([C:11]1[CH:12]=[C:7]([OH:6])[CH:8]=[C:9]([OH:21])[CH:10]=1)[CH2:14][C:15]1[CH:16]=[CH:17][CH:18]=[CH:19][CH:20]=1, predict the reactants needed to synthesize it. The reactants are: [OH-].[K+].C([O:6][C:7]1[CH:12]=[C:11]([CH2:13][CH2:14][C:15]2[CH:20]=[CH:19][CH:18]=[CH:17][CH:16]=2)[CH:10]=[C:9]([O:21]C(=O)C)[CH:8]=1)(=O)C.Cl.O. (7) Given the product [S:42]1[CH:43]=[CH:44][N:45]=[C:41]1[NH:40][C:32]([N:16]1[CH2:15][CH2:14][O:13][C:12]2[CH:11]=[CH:10][C:9]([C:5]3[CH:6]=[CH:7][CH:8]=[C:3]([C:2]([F:19])([F:1])[F:20])[CH:4]=3)=[N:18][C:17]1=2)=[O:38], predict the reactants needed to synthesize it. The reactants are: [F:1][C:2]([F:20])([F:19])[C:3]1[CH:4]=[C:5]([C:9]2[CH:10]=[CH:11][C:12]3[O:13][CH2:14][CH2:15][NH:16][C:17]=3[N:18]=2)[CH:6]=[CH:7][CH:8]=1.C(N(CC)CC)C.ClC(Cl)(O[C:32](=[O:38])OC(Cl)(Cl)Cl)Cl.[NH2:40][C:41]1[S:42][CH:43]=[CH:44][N:45]=1.